This data is from Merck oncology drug combination screen with 23,052 pairs across 39 cell lines. The task is: Regression. Given two drug SMILES strings and cell line genomic features, predict the synergy score measuring deviation from expected non-interaction effect. (1) Drug 1: CC(C)CC(NC(=O)C(Cc1ccccc1)NC(=O)c1cnccn1)B(O)O. Drug 2: CCc1c2c(nc3ccc(O)cc13)-c1cc3c(c(=O)n1C2)COC(=O)C3(O)CC. Cell line: NCIH520. Synergy scores: synergy=-36.1. (2) Drug 1: CC1(c2nc3c(C(N)=O)cccc3[nH]2)CCCN1. Drug 2: COC1=C2CC(C)CC(OC)C(O)C(C)C=C(C)C(OC(N)=O)C(OC)C=CC=C(C)C(=O)NC(=CC1=O)C2=O. Cell line: NCIH23. Synergy scores: synergy=-6.23. (3) Drug 1: NC1(c2ccc(-c3nc4ccn5c(=O)[nH]nc5c4cc3-c3ccccc3)cc2)CCC1. Drug 2: COC1=C2CC(C)CC(OC)C(O)C(C)C=C(C)C(OC(N)=O)C(OC)C=CC=C(C)C(=O)NC(=CC1=O)C2=O. Cell line: MDAMB436. Synergy scores: synergy=20.0. (4) Drug 1: O=c1[nH]cc(F)c(=O)[nH]1. Drug 2: NC(=O)c1cccc2cn(-c3ccc(C4CCCNC4)cc3)nc12. Cell line: T47D. Synergy scores: synergy=-9.88.